This data is from Catalyst prediction with 721,799 reactions and 888 catalyst types from USPTO. The task is: Predict which catalyst facilitates the given reaction. (1) Reactant: Br[C:2]1[CH:7]=[CH:6][C:5]([N:8]2[C:14]3=[N:15][C:16]4[C:21]([Cl:22])=[CH:20][CH:19]=[C:18]([CH:23]([CH2:26][CH3:27])[CH2:24][CH3:25])[C:17]=4[N:13]3[CH2:12][CH2:11][CH2:10][CH2:9]2)=[C:4]([CH3:28])[CH:3]=1.CC(C)([O-])C.[Na+].C(P(C(C)(C)C)C1C=CC=CC=1C1C=CC=CC=1)(C)(C)C.[CH3:56][NH:57][CH3:58]. Product: [Cl:22][C:21]1[C:16]2[N:15]=[C:14]3[N:8]([C:5]4[CH:6]=[CH:7][C:2]([N:57]([CH3:58])[CH3:56])=[CH:3][C:4]=4[CH3:28])[CH2:9][CH2:10][CH2:11][CH2:12][N:13]3[C:17]=2[C:18]([CH:23]([CH2:26][CH3:27])[CH2:24][CH3:25])=[CH:19][CH:20]=1. The catalyst class is: 882. (2) Reactant: C(O)(=O)C.[CH3:5][C:6]([CH3:11])([CH3:10])[C:7]([NH2:9])=[O:8].[C:12]([O:16][CH2:17][CH3:18])(=[O:15])[CH:13]=[O:14]. Product: [OH:14][CH:13]([NH:9][C:7](=[O:8])[C:6]([CH3:11])([CH3:10])[CH3:5])[C:12]([O:16][CH2:17][CH3:18])=[O:15]. The catalyst class is: 1. (3) Reactant: [Cl:1][C:2]1[CH:7]=[CH:6][C:5]([C:8]2[C:12](=[O:13])[NH:11][C:10]3([CH2:18][CH2:17][N:16]([C:19]([O:21][C:22]([CH3:25])([CH3:24])[CH3:23])=[O:20])[CH2:15][CH2:14]3)[N:9]=2)=[CH:4][CH:3]=1.[H-].[Na+].Cl[CH2:29][C:30]([NH:32][C:33]1[CH:38]=[CH:37][C:36]([F:39])=[C:35]([F:40])[CH:34]=1)=[O:31]. Product: [Cl:1][C:2]1[CH:7]=[CH:6][C:5]([C:8]2[C:12](=[O:13])[N:11]([CH2:29][C:30]([NH:32][C:33]3[CH:38]=[CH:37][C:36]([F:39])=[C:35]([F:40])[CH:34]=3)=[O:31])[C:10]3([CH2:14][CH2:15][N:16]([C:19]([O:21][C:22]([CH3:25])([CH3:24])[CH3:23])=[O:20])[CH2:17][CH2:18]3)[N:9]=2)=[CH:4][CH:3]=1. The catalyst class is: 3. (4) Reactant: [C:1]1(=[O:8])O[C:5](=[O:6])[CH:4]=[C:2]1[CH3:3].Cl.Cl.[NH2:11][NH2:12]. Product: [CH3:3][C:2]1[CH:4]=[C:5]([OH:6])[N:12]=[N:11][C:1]=1[OH:8]. The catalyst class is: 6. (5) Reactant: [S:1]1[C:5]2[CH:6]=[CH:7][CH:8]=[CH:9][C:4]=2[N:3]=[CH:2]1.C([Li])CCC.[NH2:15][C:16]1[N:21]=[CH:20][N:19]=[C:18]2[N:22]([CH:33]3[CH2:38][CH2:37][CH:36]([N:39]4[CH2:44][CH2:43][O:42][CH2:41][CH2:40]4)[CH2:35][CH2:34]3)[N:23]=[C:24]([C:25]3[CH:32]=[CH:31][C:28]([CH:29]=[O:30])=[CH:27][CH:26]=3)[C:17]=12. Product: [NH2:15][C:16]1[N:21]=[CH:20][N:19]=[C:18]2[N:22]([C@H:33]3[CH2:38][CH2:37][C@H:36]([N:39]4[CH2:40][CH2:41][O:42][CH2:43][CH2:44]4)[CH2:35][CH2:34]3)[N:23]=[C:24]([C:25]3[CH:32]=[CH:31][C:28]([CH:29]([C:2]4[S:1][C:5]5[CH:6]=[CH:7][CH:8]=[CH:9][C:4]=5[N:3]=4)[OH:30])=[CH:27][CH:26]=3)[C:17]=12. The catalyst class is: 7. (6) Reactant: [Cl:1][C:2]1[CH:24]=[C:23]([F:25])[C:22]([C:26]2[C:31]([F:32])=[CH:30][CH:29]=[CH:28][N:27]=2)=[CH:21][C:3]=1[C:4]([NH:6][C:7]1[N:11]([C:12]2[CH:17]=[CH:16][CH:15]=[CH:14][CH:13]=2)[N:10]=[C:9]([C:18]([OH:20])=O)[CH:8]=1)=[O:5].CCN(C(C)C)C(C)C.F[P-](F)(F)(F)(F)F.N1C2C(=NC=CC=2)N(OC(N(C)C)=[N+](C)C)N=1.[NH2:66][CH2:67][C@@H:68]([OH:70])[CH3:69]. Product: [Cl:1][C:2]1[CH:24]=[C:23]([F:25])[C:22]([C:26]2[C:31]([F:32])=[CH:30][CH:29]=[CH:28][N:27]=2)=[CH:21][C:3]=1[C:4]([NH:6][C:7]1[N:11]([C:12]2[CH:17]=[CH:16][CH:15]=[CH:14][CH:13]=2)[N:10]=[C:9]([C:18]([NH:66][CH2:67][C@@H:68]([OH:70])[CH3:69])=[O:20])[CH:8]=1)=[O:5]. The catalyst class is: 31. (7) Reactant: [CH3:1][C:2]1([CH3:18])[O:7][CH2:6][CH:5]([NH:8][C:9]2[C:14]([NH2:15])=[CH:13][CH:12]=[C:11]([O:16][CH3:17])[N:10]=2)[CH2:4][O:3]1.C(=O)([O-])[O-].[K+].[K+].Br[CH2:26][C:27]([O:29][CH2:30][CH3:31])=[O:28].C(Cl)Cl. Product: [CH3:1][C:2]1([CH3:18])[O:7][CH2:6][CH:5]([NH:8][C:9]2[C:14]([NH:15][CH2:26][C:27]([O:29][CH2:30][CH3:31])=[O:28])=[CH:13][CH:12]=[C:11]([O:16][CH3:17])[N:10]=2)[CH2:4][O:3]1. The catalyst class is: 3.